Dataset: Forward reaction prediction with 1.9M reactions from USPTO patents (1976-2016). Task: Predict the product of the given reaction. (1) Given the reactants C(OC([NH:8][CH2:9][CH2:10][CH2:11][C@H:12]([N:20]([CH2:35][C:36]([OH:38])=[O:37])[S:21]([C:24]1[CH:29]=[CH:28][CH:27]=[CH:26][C:25]=1[O:30][C:31]([F:34])([F:33])[F:32])(=[O:23])=[O:22])[CH2:13][C:14]1[CH:19]=[CH:18][CH:17]=[CH:16][CH:15]=1)=O)(C)(C)C.C(O)(C(F)(F)F)=O, predict the reaction product. The product is: [NH2:8][CH2:9][CH2:10][CH2:11][C@H:12]([N:20]([CH2:35][C:36]([OH:38])=[O:37])[S:21]([C:24]1[CH:29]=[CH:28][CH:27]=[CH:26][C:25]=1[O:30][C:31]([F:33])([F:34])[F:32])(=[O:23])=[O:22])[CH2:13][C:14]1[CH:19]=[CH:18][CH:17]=[CH:16][CH:15]=1. (2) Given the reactants [Cl:1][CH2:2][CH2:3][N:4]=[C:5]=[O:6].[NH2:7][C:8]1[CH:13]=[CH:12][N:11]=[CH:10][CH:9]=1, predict the reaction product. The product is: [Cl:1][CH2:2][CH2:3][NH:4][C:5]([NH:7][C:8]1[CH:13]=[CH:12][N:11]=[CH:10][CH:9]=1)=[O:6]. (3) Given the reactants [C:1]([O:5][C:6]([NH:8][C@H:9]([CH2:13][C:14]1[CH:19]=[CH:18][C:17]([C:20]([F:23])([F:22])[F:21])=[CH:16][CH:15]=1)[C:10](O)=[O:11])=[O:7])([CH3:4])([CH3:3])[CH3:2].[NH2:24][C:25]1[CH:26]=[CH:27][C:28]2[C:32]([CH3:34])([CH3:33])[O:31][B:30]([OH:35])[C:29]=2[CH:36]=1.CCN(C(C)C)C(C)C.CN(C(ON1N=NC2C=CC=NC1=2)=[N+](C)C)C.F[P-](F)(F)(F)(F)F, predict the reaction product. The product is: [OH:35][B:30]1[C:29]2[CH:36]=[C:25]([NH:24][C:10](=[O:11])[C@H:9]([NH:8][C:6](=[O:7])[O:5][C:1]([CH3:3])([CH3:2])[CH3:4])[CH2:13][C:14]3[CH:19]=[CH:18][C:17]([C:20]([F:22])([F:21])[F:23])=[CH:16][CH:15]=3)[CH:26]=[CH:27][C:28]=2[C:32]([CH3:34])([CH3:33])[O:31]1. (4) Given the reactants [NH2:1][CH2:2][C:3]1[CH:4]=[C:5]2[C:10](=[CH:11][CH:12]=1)[C:9](=[O:13])[N:8]([CH2:14][CH:15]([CH3:17])[CH3:16])[C:7]([CH2:18][NH:19][C:20](=[O:26])[O:21][C:22]([CH3:25])([CH3:24])[CH3:23])=[C:6]2[C:27]1[CH:32]=[CH:31][CH:30]=[CH:29][CH:28]=1.[C:33](Cl)(=[O:37])[CH:34]([CH3:36])[CH3:35].C(N(CC)CC)C, predict the reaction product. The product is: [CH2:14]([N:8]1[C:7]([CH2:18][NH:19][C:20](=[O:26])[O:21][C:22]([CH3:25])([CH3:23])[CH3:24])=[C:6]([C:27]2[CH:28]=[CH:29][CH:30]=[CH:31][CH:32]=2)[C:5]2[C:10](=[CH:11][CH:12]=[C:3]([CH2:2][NH:1][C:33](=[O:37])[CH:34]([CH3:36])[CH3:35])[CH:4]=2)[C:9]1=[O:13])[CH:15]([CH3:17])[CH3:16]. (5) Given the reactants [C:1]([C:5]1[CH:22]=[CH:21][CH:20]=[CH:19][C:6]=1[O:7][CH:8]1[CH2:11][N:10]([C:12](=[O:18])[C:13]([O:15]CC)=[O:14])[CH2:9]1)([CH3:4])([CH3:3])[CH3:2].[OH-].[Li+], predict the reaction product. The product is: [C:1]([C:5]1[CH:22]=[CH:21][CH:20]=[CH:19][C:6]=1[O:7][CH:8]1[CH2:9][N:10]([C:12](=[O:18])[C:13]([OH:15])=[O:14])[CH2:11]1)([CH3:4])([CH3:2])[CH3:3]. (6) The product is: [CH2:1]([O:8][C:9]([NH:11][C:12]1([C:18]([O:20][CH2:21][CH3:22])=[O:19])[CH2:23][C:24](=[O:28])[NH:25][C:13]1=[O:14])=[O:10])[C:2]1[CH:7]=[CH:6][CH:5]=[CH:4][CH:3]=1. Given the reactants [CH2:1]([O:8][C:9]([NH:11][C:12]([CH2:23][C:24]#[N:25])([C:18]([O:20][CH2:21][CH3:22])=[O:19])[C:13](OCC)=[O:14])=[O:10])[C:2]1[CH:7]=[CH:6][CH:5]=[CH:4][CH:3]=1.C(N)(=[O:28])C.CN(CCN(C)C)C.C(=O)([O-])[O-].[Na+].[Na+].Cl, predict the reaction product. (7) Given the reactants Cl[CH2:2][C:3]([C:6]1[CH:11]=[CH:10][C:9]([N+:12]([O-:14])=[O:13])=[CH:8][CH:7]=1)([CH3:5])[CH3:4].C[Si]([C:19]#[N:20])(C)C.[F-].C([N+](CCCC)(CCCC)CCCC)CCC, predict the reaction product. The product is: [CH3:4][C:3]([C:6]1[CH:11]=[CH:10][C:9]([N+:12]([O-:14])=[O:13])=[CH:8][CH:7]=1)([CH3:5])[CH2:2][C:19]#[N:20]. (8) Given the reactants [O:1]1[C:5]2([CH2:10][CH2:9][CH:8]([NH:11][C:12]3[NH:16][N:15]=[CH:14][CH:13]=3)[CH2:7][CH2:6]2)[O:4][CH2:3][CH2:2]1.N12CCCN=C1CCCCC2.[C:28]([C:30]1[CH:35]=[CH:34][CH:33]=[CH:32][C:31]=1[C:36]1[CH:41]=[CH:40][C:39]([CH2:42][CH:43]([C:49](=O)[CH2:50][CH2:51][CH3:52])[C:44](OCC)=[O:45])=[CH:38][C:37]=1[F:54])#[N:29].C(OCC)(=O)C, predict the reaction product. The product is: [O:4]1[C:5]2([CH2:6][CH2:7][CH:8]([N:11]3[C:44](=[O:45])[C:43]([CH2:42][C:39]4[CH:40]=[CH:41][C:36]([C:31]5[C:30]([C:28]#[N:29])=[CH:35][CH:34]=[CH:33][CH:32]=5)=[C:37]([F:54])[CH:38]=4)=[C:49]([CH2:50][CH2:51][CH3:52])[N:16]4[N:15]=[CH:14][CH:13]=[C:12]34)[CH2:9][CH2:10]2)[O:1][CH2:2][CH2:3]1. (9) Given the reactants [F:1][C:2]1[CH:7]=[CH:6][C:5]([C:8]#[C:9][C:10]2[S:14][CH:13]=[N:12][C:11]=2[NH:15]C(=O)OC(C)(C)C)=[CH:4][CH:3]=1.CC([O-])(C)C.[K+], predict the reaction product. The product is: [F:1][C:2]1[CH:7]=[CH:6][C:5]([C:8]2[NH:15][C:11]3[N:12]=[CH:13][S:14][C:10]=3[CH:9]=2)=[CH:4][CH:3]=1. (10) Given the reactants [CH3:1][C:2]1[CH:11]=[CH:10][C:9]2[C:4](=[CH:5][CH:6]=[CH:7][C:8]=2[N:12]2[CH2:17][CH2:16][N:15]([CH2:18][CH2:19][C:20]3[CH:21]=[C:22]([CH:24]=[CH:25][CH:26]=3)[NH2:23])[CH2:14][CH2:13]2)[N:3]=1.Cl[CH2:28][CH2:29][S:30](Cl)(=[O:32])=[O:31].N1C=CC=C[CH:35]=1, predict the reaction product. The product is: [O:31]=[S:30]1(=[O:32])[CH2:29][CH2:28][CH2:35][N:23]1[C:22]1[CH:21]=[C:20]([CH2:19][CH2:18][N:15]2[CH2:14][CH2:13][N:12]([C:8]3[CH:7]=[CH:6][CH:5]=[C:4]4[C:9]=3[CH:10]=[CH:11][C:2]([CH3:1])=[N:3]4)[CH2:17][CH2:16]2)[CH:26]=[CH:25][CH:24]=1.